Task: Predict which catalyst facilitates the given reaction.. Dataset: Catalyst prediction with 721,799 reactions and 888 catalyst types from USPTO (1) The catalyst class is: 17. Reactant: [C:1]([O:5][C:6](=[O:26])[N:7]([CH3:25])[C@H:8]([C:10](=[O:24])[NH:11][C@@H:12]1[C:18](=[O:19])[NH:17][C:16]2[CH:20]=[CH:21][CH:22]=[CH:23][C:15]=2[NH:14][CH2:13]1)[CH3:9])([CH3:4])([CH3:3])[CH3:2].[C:27]([CH2:30][CH2:31][CH2:32][C:33](O)=[O:34])(=[O:29])[CH3:28].O=P(Cl)(Cl)Cl. Product: [C:1]([O:5][C:6](=[O:26])[N:7]([CH3:25])[C@H:8]([C:10](=[O:24])[NH:11][C@H:12]1[CH2:13][N:14]([C:33](=[O:34])[CH2:32][CH2:31][CH2:30][C:27](=[O:29])[CH3:28])[C:15]2[CH:23]=[CH:22][CH:21]=[CH:20][C:16]=2[NH:17][C:18]1=[O:19])[CH3:9])([CH3:4])([CH3:2])[CH3:3]. (2) Reactant: Cl[C:2]([O:4][CH2:5][CH3:6])=[O:3].N1C=CC=CC=1.[F:13][C:14]([F:49])([F:48])[C:15]1[CH:16]=[C:17]([CH:41]=[C:42]([C:44]([F:47])([F:46])[F:45])[CH:43]=1)[CH2:18][N:19]([CH:25]1[CH2:31][CH2:30][CH2:29][NH:28][C:27]2[CH:32]=[C:33]([C:37]([F:40])([F:39])[F:38])[C:34]([CH3:36])=[CH:35][C:26]1=2)[C:20]1[NH:24][N:23]=[N:22][N:21]=1. Product: [CH2:5]([O:4][C:2]([N:28]1[CH2:29][CH2:30][CH2:31][CH:25]([N:19]([CH2:18][C:17]2[CH:41]=[C:42]([C:44]([F:47])([F:46])[F:45])[CH:43]=[C:15]([C:14]([F:13])([F:49])[F:48])[CH:16]=2)[C:20]2[NH:24][N:23]=[N:22][N:21]=2)[C:26]2[CH:35]=[C:34]([CH3:36])[C:33]([C:37]([F:39])([F:38])[F:40])=[CH:32][C:27]1=2)=[O:3])[CH3:6]. The catalyst class is: 4. (3) The catalyst class is: 6. Reactant: [Br:1][C:2]1[S:6][C:5]([NH2:7])=[N:4][N:3]=1.Cl[CH2:9][CH:10]=O. Product: [Br:1][C:2]1[S:6][C:5]2=[N:7][CH:9]=[CH:10][N:4]2[N:3]=1. (4) Reactant: [F:1][C:2]([F:14])([F:13])[C:3]1[CH:4]=[C:5]([CH2:9][C:10]([OH:12])=O)[CH:6]=[CH:7][CH:8]=1.CC1(C)C(C)(C)[O:19][B:18]([C:23]2[CH:24]=[CH:25][C:26]([NH2:29])=[N:27][CH:28]=2)[O:17]1.Cl.C(N=C=NCCCN(C)C)C.O.ON1C2C=CC=CC=2N=N1.CN1CCOCC1. Product: [F:13][C:2]([F:1])([F:14])[C:3]1[CH:4]=[C:5]([CH2:9][C:10]([NH:29][C:26]2[N:27]=[CH:28][C:23]([B:18]([OH:19])[OH:17])=[CH:24][CH:25]=2)=[O:12])[CH:6]=[CH:7][CH:8]=1. The catalyst class is: 80. (5) The catalyst class is: 2. Reactant: [Cl:1][C:2]1[S:6][C:5]([C:7]([OH:9])=O)=[CH:4][C:3]=1[C:10]1[N:14]([CH3:15])[N:13]=[CH:12][C:11]=1[Cl:16].C(N(CC)C(C)C)(C)C.[NH2:26][C@@H:27]([CH2:40][CH:41]1[CH2:46][CH2:45][CH2:44][CH2:43][CH2:42]1)[CH2:28][N:29]1[C:37](=[O:38])[C:36]2[C:31](=[CH:32][CH:33]=[CH:34][CH:35]=2)[C:30]1=[O:39].CC(OC(N[C@H](C(O)=O)CC1C=CC=CC=1C(F)(F)F)=O)(C)C.F[P-](F)(F)(F)(F)F.Br[P+](N1CCCC1)(N1CCCC1)N1CCCC1. Product: [Cl:1][C:2]1[S:6][C:5]([C:7]([NH:26][C@H:27]([CH2:28][N:29]2[C:37](=[O:38])[C:36]3[C:31](=[CH:32][CH:33]=[CH:34][CH:35]=3)[C:30]2=[O:39])[CH2:40][CH:41]2[CH2:46][CH2:45][CH2:44][CH2:43][CH2:42]2)=[O:9])=[CH:4][C:3]=1[C:10]1[N:14]([CH3:15])[N:13]=[CH:12][C:11]=1[Cl:16]. (6) Reactant: [C:1]([S:14]([NH2:17])(=[O:16])=[O:15])([C:4]([C:7]([C:10]([F:13])([F:12])[F:11])([F:9])[F:8])([F:6])[F:5])([F:3])[F:2].O[Li:19].O.CC(OC)(C)C.[CH2:27]1[CH2:34][O:33][S:30](=[O:32])(=[O:31])[CH2:29][CH2:28]1. Product: [C:1]([S:14]([NH:17][CH2:34][CH2:27][CH2:28][CH2:29][S:30]([O:33][Li:19])(=[O:32])=[O:31])(=[O:16])=[O:15])([C:4]([C:7]([C:10]([F:13])([F:11])[F:12])([F:9])[F:8])([F:6])[F:5])([F:3])[F:2]. The catalyst class is: 57. (7) Reactant: [CH3:1][CH:2]([CH2:17][CH2:18][CH:19]=[C:20]([CH3:22])[CH3:21])[CH2:3][CH2:4][O:5][C:6](=[O:16])[CH:7]=[CH:8][C:9]1[CH:14]=[CH:13][CH:12]=[CH:11][C:10]=1[OH:15].N1C=CC=CC=1.Cl[C:30]([O:32][CH2:33][CH2:34][CH:35]([CH2:37][CH2:38][CH:39]=[C:40]([CH3:42])[CH3:41])[CH3:36])=[O:31]. Product: [CH3:1][CH:2]([CH2:17][CH2:18][CH:19]=[C:20]([CH3:21])[CH3:22])[CH2:3][CH2:4][O:5][C:6](=[O:16])[CH:7]=[CH:8][C:9]1[CH:14]=[CH:13][CH:12]=[CH:11][C:10]=1[O:15][C:30]([O:32][CH2:33][CH2:34][CH:35]([CH3:36])[CH2:37][CH2:38][CH:39]=[C:40]([CH3:42])[CH3:41])=[O:31]. The catalyst class is: 11. (8) Reactant: [N:1]1[CH:6]=[CH:5][CH:4]=[CH:3][C:2]=1[C:7]([OH:9])=O.Cl.CN(C)CCCN=C=NCC.ON1C2C=CC=CC=2N=N1.[CH2:32]([C:34]1[C:39](=[O:40])[N:38]2[N:41]=[CH:42][C:43]([C:44]([NH:46][NH2:47])=[O:45])=[C:37]2[NH:36][C:35]=1[CH3:48])[CH3:33]. Product: [CH2:32]([C:34]1[C:39](=[O:40])[N:38]2[N:41]=[CH:42][C:43]([C:44]([NH:46][NH:47][C:7](=[O:9])[C:2]3[CH:3]=[CH:4][CH:5]=[CH:6][N:1]=3)=[O:45])=[C:37]2[NH:36][C:35]=1[CH3:48])[CH3:33]. The catalyst class is: 3. (9) Reactant: [Br:1][C:2]1[CH:3]=[C:4]2[C:9](=[CH:10][CH:11]=1)[C:8](=[O:12])[NH:7][C:6](=[O:13])/[C:5]/2=[CH:14]/OC.[CH3:17][N:18]1[CH2:24][CH2:23][CH2:22][N:21]([C:25]2[CH:30]=[CH:29][C:28]([NH2:31])=[CH:27][CH:26]=2)[CH2:20][CH2:19]1.C(N(CC)CC)C. Product: [Br:1][C:2]1[CH:3]=[C:4]2[C:9](=[CH:10][CH:11]=1)[C:8](=[O:12])[NH:7][C:6](=[O:13])/[C:5]/2=[CH:14]\[NH:31][C:28]1[CH:27]=[CH:26][C:25]([N:21]2[CH2:22][CH2:23][CH2:24][N:18]([CH3:17])[CH2:19][CH2:20]2)=[CH:30][CH:29]=1. The catalyst class is: 9.